Dataset: Reaction yield outcomes from USPTO patents with 853,638 reactions. Task: Predict the reaction yield, written as a fraction of the theoretical maximum amount of product (1.0 means a 100% yield; for example, 0.34 means a 34% yield). The reactants are [OH:1][CH2:2][CH2:3][NH:4][C:5]1[C:6]([C:10]2[N:14]([C:15]3[CH:20]=[CH:19][CH:18]=[C:17]([C:21]([F:24])([F:23])[F:22])[CH:16]=3)[C:13](=[O:25])[O:12][N:11]=2)=[N:7][O:8][N:9]=1.[CH3:26][S:27](Cl)(=[O:29])=[O:28].C(N(CC)CC)C. The catalyst is C(OCC)(=O)C. The product is [CH3:26][S:27]([O:1][CH2:2][CH2:3][NH:4][C:5]1[C:6]([C:10]2[N:14]([C:15]3[CH:20]=[CH:19][CH:18]=[C:17]([C:21]([F:22])([F:24])[F:23])[CH:16]=3)[C:13](=[O:25])[O:12][N:11]=2)=[N:7][O:8][N:9]=1)(=[O:29])=[O:28]. The yield is 0.990.